This data is from NCI-60 drug combinations with 297,098 pairs across 59 cell lines. The task is: Regression. Given two drug SMILES strings and cell line genomic features, predict the synergy score measuring deviation from expected non-interaction effect. (1) Drug 1: C1CCC(CC1)NC(=O)N(CCCl)N=O. Drug 2: CC(C1=C(C=CC(=C1Cl)F)Cl)OC2=C(N=CC(=C2)C3=CN(N=C3)C4CCNCC4)N. Cell line: SK-MEL-2. Synergy scores: CSS=3.18, Synergy_ZIP=-6.27, Synergy_Bliss=-9.31, Synergy_Loewe=-14.6, Synergy_HSA=-11.8. (2) Drug 1: C1=CN(C(=O)N=C1N)C2C(C(C(O2)CO)O)O.Cl. Drug 2: C1CN(CCN1C(=O)CCBr)C(=O)CCBr. Cell line: HT29. Synergy scores: CSS=45.9, Synergy_ZIP=-3.53, Synergy_Bliss=-0.593, Synergy_Loewe=-26.2, Synergy_HSA=2.34. (3) Drug 1: COC1=CC(=CC(=C1O)OC)C2C3C(COC3=O)C(C4=CC5=C(C=C24)OCO5)OC6C(C(C7C(O6)COC(O7)C8=CC=CS8)O)O. Drug 2: CC(C)CN1C=NC2=C1C3=CC=CC=C3N=C2N. Cell line: HOP-92. Synergy scores: CSS=44.9, Synergy_ZIP=1.96, Synergy_Bliss=-0.0767, Synergy_Loewe=-12.1, Synergy_HSA=0.785. (4) Drug 1: C1CCC(CC1)NC(=O)N(CCCl)N=O. Drug 2: C1=C(C(=O)NC(=O)N1)F. Cell line: SF-295. Synergy scores: CSS=48.2, Synergy_ZIP=-12.5, Synergy_Bliss=-7.41, Synergy_Loewe=-3.31, Synergy_HSA=-0.860.